Dataset: Reaction yield outcomes from USPTO patents with 853,638 reactions. Task: Predict the reaction yield, written as a fraction of the theoretical maximum amount of product (1.0 means a 100% yield; for example, 0.34 means a 34% yield). (1) The reactants are Br[C:2]1[C:3]([NH:9][CH2:10][C:11]([O:13]CC)=O)=[N:4][CH:5]=[C:6]([Br:8])[N:7]=1.Cl.[CH2:17]([NH2:19])[CH3:18].C(N(CC)C(C)C)(C)C.C(OCC)(=O)C.O. The catalyst is CN1C(=O)CCC1. The product is [Br:8][C:6]1[N:7]=[C:2]2[N:19]([CH2:17][CH3:18])[C:11](=[O:13])[CH2:10][NH:9][C:3]2=[N:4][CH:5]=1. The yield is 0.770. (2) The reactants are [Cl:1][C:2]1[CH:3]=[CH:4][CH:5]=[C:6]([NH2:11])[C:7]=1[C:8]([OH:10])=[O:9].[CH3:12][Si](C=[N+]=[N-])(C)C.[F:19][C:20]1[CH:25]=[CH:24][CH:23]=[CH:22][C:21]=1[S:26](Cl)(=[O:28])=[O:27]. The catalyst is C1C=CC=CC=1.CO. The product is [Cl:1][C:2]1[CH:3]=[CH:4][CH:5]=[C:6]([NH:11][S:26]([C:21]2[CH:22]=[CH:23][CH:24]=[CH:25][C:20]=2[F:19])(=[O:28])=[O:27])[C:7]=1[C:8]([O:10][CH3:12])=[O:9]. The yield is 0.660. (3) The reactants are [CH3:1][S:2](Cl)(=[O:4])=[O:3].[Br:6][C:7]1[CH:8]=[C:9]([CH:11]=[CH:12][C:13]=1[O:14][CH3:15])[NH2:10]. The catalyst is N1C=CC=CC=1. The product is [Br:6][C:7]1[CH:8]=[C:9]([NH:10][S:2]([CH3:1])(=[O:4])=[O:3])[CH:11]=[CH:12][C:13]=1[O:14][CH3:15]. The yield is 0.990. (4) The reactants are [OH:1][N:2]1C2C=CC=CC=2N=N1.Cl.C(N=C=NCCCN(C)C)C.[CH2:23]([O:27][C:28]1[CH:33]=[CH:32][C:31]([S:34]([CH2:37][NH:38][CH2:39][CH:40]([N:44]2[CH2:49][CH2:48][N:47]([S:50]([CH3:53])(=[O:52])=[O:51])[CH2:46][CH2:45]2)[C:41](O)=[O:42])(=[O:36])=[O:35])=[CH:30][CH:29]=1)[C:24]#[C:25][CH3:26].C(O)(=O)CC(CC(O)=O)(C(O)=O)O. The catalyst is CN(C)C=O. The product is [CH2:23]([O:27][C:28]1[CH:33]=[CH:32][C:31]([S:34]([CH2:37][NH:38][CH2:39][CH:40]([N:44]2[CH2:45][CH2:46][N:47]([S:50]([CH3:53])(=[O:51])=[O:52])[CH2:48][CH2:49]2)[C:41]([NH:2][OH:1])=[O:42])(=[O:36])=[O:35])=[CH:30][CH:29]=1)[C:24]#[C:25][CH3:26]. The yield is 0.500. (5) The reactants are [CH3:1][C:2]1[C:22]([CH3:23])=[CH:21][C:5]2[N:6]([CH2:9][C:10]3[CH:20]=[CH:19][C:13]4[N:14]=[C:15]([S:17][CH3:18])[S:16][C:12]=4[CH:11]=3)[CH:7]=[N:8][C:4]=2[CH:3]=1.ClC1C=CC=C(C(OO)=[O:32])C=1. The catalyst is C(Cl)Cl.CCOC(C)=O. The product is [CH3:1][C:2]1[C:22]([CH3:23])=[CH:21][C:5]2[N:6]([CH2:9][C:10]3[CH:20]=[CH:19][C:13]4[N:14]=[C:15]([S:17]([CH3:18])=[O:32])[S:16][C:12]=4[CH:11]=3)[CH:7]=[N:8][C:4]=2[CH:3]=1. The yield is 0.980. (6) The reactants are Br[C:2]1[CH:7]=[CH:6][C:5]([N:8]2[C:12]([C:13]3[CH:18]=[CH:17][C:16]([O:19][CH3:20])=[C:15]([O:21][C@@H:22]4[CH2:26][CH2:25][O:24][CH2:23]4)[CH:14]=3)=[CH:11][CH:10]=[N:9]2)=[CH:4][CH:3]=1.C(=O)([O-])[O-].[Na+].[Na+].COCCOC.[CH3:39][O:40][C:41]1[CH:46]=[CH:45][C:44](B(O)O)=[CH:43][N:42]=1. The catalyst is Cl[Pd](Cl)([P](C1C=CC=CC=1)(C1C=CC=CC=1)C1C=CC=CC=1)[P](C1C=CC=CC=1)(C1C=CC=CC=1)C1C=CC=CC=1.C(OCC)(=O)C.O.C(O)C. The product is [CH3:39][O:40][C:41]1[CH:46]=[CH:45][C:44]([C:2]2[CH:7]=[CH:6][C:5]([N:8]3[C:12]([C:13]4[CH:18]=[CH:17][C:16]([O:19][CH3:20])=[C:15]([O:21][C@@H:22]5[CH2:26][CH2:25][O:24][CH2:23]5)[CH:14]=4)=[CH:11][CH:10]=[N:9]3)=[CH:4][CH:3]=2)=[CH:43][N:42]=1. The yield is 0.820. (7) The reactants are [S:1]([C:11]1[CH:16]=[CH:15][C:14]([CH3:17])=[CH:13][CH:12]=1)[C@H:2]1[O:8][C@@H:7]([CH2:9][OH:10])[C@@H:5]([OH:6])[C@@H:3]1[OH:4].[C:18](Cl)([C:31]1[CH:36]=[CH:35][CH:34]=[CH:33][CH:32]=1)([C:25]1[CH:30]=[CH:29][CH:28]=[CH:27][CH:26]=1)[C:19]1[CH:24]=[CH:23][CH:22]=[CH:21][CH:20]=1. The catalyst is CN(C1C=CN=CC=1)C.N1C=CC=CC=1. The product is [C:18]([O:10][CH2:9][C@@H:7]1[O:8][C@H:2]([S:1][C:11]2[CH:16]=[CH:15][C:14]([CH3:17])=[CH:13][CH:12]=2)[C@@H:3]([OH:4])[C@@H:5]1[OH:6])([C:19]1[CH:24]=[CH:23][CH:22]=[CH:21][CH:20]=1)([C:31]1[CH:32]=[CH:33][CH:34]=[CH:35][CH:36]=1)[C:25]1[CH:26]=[CH:27][CH:28]=[CH:29][CH:30]=1. The yield is 0.890. (8) The reactants are [CH2:1]([C:3]1([CH2:10][CH3:11])[CH2:8][CH:7]([OH:9])[CH2:6][CH2:5][O:4]1)[CH3:2].C[N+]1([O-])CCOCC1. The catalyst is C(Cl)Cl.CCC[N+](CCC)(CCC)CCC.[O-][Ru](=O)(=O)=O. The product is [CH2:10]([C:3]1([CH2:1][CH3:2])[CH2:8][C:7](=[O:9])[CH2:6][CH2:5][O:4]1)[CH3:11]. The yield is 0.730. (9) The reactants are [OH:1][CH2:2][C@@H:3]([NH:6][C:7](=[O:13])[O:8][C:9]([CH3:12])([CH3:11])[CH3:10])[CH2:4][CH3:5].C(N(CC)CC)C.[CH3:21][S:22](Cl)(=[O:24])=[O:23].O. The catalyst is CCOCC. The product is [CH3:21][S:22]([O:1][CH2:2][C@@H:3]([NH:6][C:7]([O:8][C:9]([CH3:12])([CH3:11])[CH3:10])=[O:13])[CH2:4][CH3:5])(=[O:24])=[O:23]. The yield is 1.00.